This data is from Reaction yield outcomes from USPTO patents with 853,638 reactions. The task is: Predict the reaction yield, written as a fraction of the theoretical maximum amount of product (1.0 means a 100% yield; for example, 0.34 means a 34% yield). (1) The reactants are [CH:1]([O:4][C:5]([N:7]1[CH2:12][CH2:11][CH:10]([O:13][C:14]2[C:19]([CH3:20])=[C:18]([O:21][C:22]3[CH:27]=[CH:26][C:25](Br)=[CH:24][C:23]=3[F:29])[N:17]=[CH:16][N:15]=2)[CH2:9][CH2:8]1)=[O:6])([CH3:3])[CH3:2].[NH:30]1[CH2:35][CH2:34][O:33][CH2:32][CH2:31]1.CC(C)([O-])C.[Na+]. The catalyst is O1CCOCC1.C([O-])(=O)C.[Pd+2].C([O-])(=O)C.C1(C2C=CC=CC=2)C=CC=CC=1P(C(C)(C)C)C(C)(C)C. The product is [CH:1]([O:4][C:5]([N:7]1[CH2:12][CH2:11][CH:10]([O:13][C:14]2[C:19]([CH3:20])=[C:18]([O:21][C:22]3[CH:27]=[CH:26][C:25]([N:30]4[CH2:35][CH2:34][O:33][CH2:32][CH2:31]4)=[CH:24][C:23]=3[F:29])[N:17]=[CH:16][N:15]=2)[CH2:9][CH2:8]1)=[O:6])([CH3:3])[CH3:2]. The yield is 0.460. (2) The reactants are C([O:8][C:9]1[CH:14]=[CH:13][C:12]([N+:15]([O-])=O)=[C:11]([CH3:18])[C:10]=1[F:19])C1C=CC=CC=1.[CH3:20]OC(OC)N(C)C. The catalyst is [Pd]. The product is [F:19][C:10]1[C:9]([OH:8])=[CH:14][CH:13]=[C:12]2[C:11]=1[CH:18]=[CH:20][NH:15]2. The yield is 0.520. (3) The reactants are [CH:1]([CH:14]1[CH2:19][C:18](=O)[CH:17]=[CH:16]O1)([C:8]1[CH:13]=[CH:12][CH:11]=[CH:10][CH:9]=1)[C:2]1[CH:7]=[CH:6][CH:5]=[CH:4][CH:3]=1.[C:21]([O-:24])(O)=O.[Na+].[CH:26](OCC)=C. The catalyst is [Hg](OC(C(F)(F)F)=O)OC(C(F)(F)F)=O. The product is [C:2]1([CH:1]([C:8]2[CH:13]=[CH:12][CH:11]=[CH:10][CH:9]=2)[CH:14]([O:24][CH:21]=[CH2:26])[CH2:19][CH2:18][CH:17]=[CH2:16])[CH:7]=[CH:6][CH:5]=[CH:4][CH:3]=1. The yield is 0.660. (4) The reactants are [S:1]([N:11]1[C:19]2[C:14](=[CH:15][CH:16]=[CH:17][CH:18]=2)[C:13]([CH:20]=[O:21])=[CH:12]1)([C:4]1[CH:10]=[CH:9][C:7]([CH3:8])=[CH:6][CH:5]=1)(=[O:3])=[O:2].[BH4-].[Na+]. The catalyst is CO. The product is [S:1]([N:11]1[C:19]2[C:14](=[CH:15][CH:16]=[CH:17][CH:18]=2)[C:13]([CH2:20][OH:21])=[CH:12]1)([C:4]1[CH:5]=[CH:6][C:7]([CH3:8])=[CH:9][CH:10]=1)(=[O:2])=[O:3]. The yield is 0.920. (5) The reactants are [Cl:1][C:2]1[CH:7]=[C:6]([F:8])[CH:5]=[CH:4][C:3]=1[CH2:9][C:10]([OH:12])=[O:11].C([Li])CCC.Br[CH2:19][CH2:20][CH2:21][Cl:22]. The catalyst is C1COCC1. The product is [Cl:22][CH2:21][CH2:20][CH2:19][CH:9]([C:3]1[CH:4]=[CH:5][C:6]([F:8])=[CH:7][C:2]=1[Cl:1])[C:10]([OH:12])=[O:11]. The yield is 0.480. (6) The reactants are [CH2:1]([C:3]1[C:11]2[C:6](=[N:7][C:8]([CH3:24])=[C:9]([CH2:19][C:20]([O:22][CH3:23])=[O:21])[C:10]=2[C:12]2[CH:17]=[CH:16][C:15]([CH3:18])=[CH:14][CH:13]=2)[S:5][C:4]=1[CH3:25])[CH3:2].[Li+].C[Si]([N-][Si](C)(C)C)(C)C.[CH2:36]1[CH2:40]OC[CH2:37]1.ICCC. The catalyst is CN(C=O)C. The product is [CH2:1]([C:3]1[C:11]2[C:6](=[N:7][C:8]([CH3:24])=[C:9]([CH:19]([CH2:37][CH2:36][CH3:40])[C:20]([O:22][CH3:23])=[O:21])[C:10]=2[C:12]2[CH:17]=[CH:16][C:15]([CH3:18])=[CH:14][CH:13]=2)[S:5][C:4]=1[CH3:25])[CH3:2]. The yield is 0.590. (7) The reactants are [CH3:1][O:2][C:3]([C:5]1[CH:6]=[C:7]([CH:11]=[CH:12][CH:13]=1)[C:8](O)=[O:9])=[O:4].C(Cl)(=O)C([Cl:17])=O.CN(C)C=O. The catalyst is ClCCl. The product is [Cl:17][C:8]([C:7]1[CH:6]=[C:5]([CH:13]=[CH:12][CH:11]=1)[C:3]([O:2][CH3:1])=[O:4])=[O:9]. The yield is 0.870. (8) The product is [C:1]([N:4]1[CH2:7][CH:6]([C:8]2[CH:9]=[C:10]3[C:16]([C:17]([NH2:19])=[O:18])=[N:15][N:14]([C:20]4[CH:25]=[CH:24][CH:23]=[C:22]([C:33]#[C:32][C@:34]5([OH:41])[CH2:38][CH2:37][N:36]([CH3:39])[C:35]5=[O:40])[CH:21]=4)[C:11]3=[N:12][CH:13]=2)[CH2:5]1)(=[O:3])[CH3:2]. The catalyst is C(N(CC)CC)C.ClCCl.C1C=CC(P(C2C=CC=CC=2)C2C=CC=CC=2)=CC=1.C1C=CC(P(C2C=CC=CC=2)C2C=CC=CC=2)=CC=1.Cl[Pd]Cl.[Cu]I. The yield is 0.400. The reactants are [C:1]([N:4]1[CH2:7][CH:6]([C:8]2[CH:9]=[C:10]3[C:16]([C:17]([NH2:19])=[O:18])=[N:15][N:14]([C:20]4[CH:25]=[CH:24][CH:23]=[C:22](Br)[CH:21]=4)[C:11]3=[N:12][CH:13]=2)[CH2:5]1)(=[O:3])[CH3:2].CN(C=O)C.[C:32]([C@:34]1([OH:41])[CH2:38][CH2:37][N:36]([CH3:39])[C:35]1=[O:40])#[CH:33].